This data is from Full USPTO retrosynthesis dataset with 1.9M reactions from patents (1976-2016). The task is: Predict the reactants needed to synthesize the given product. (1) Given the product [Br:1][C:2]1[CH:11]=[CH:10][C:9]2[N:8]=[CH:7][C:6]3[N:12]([S:42]([C:37]4[CH:38]=[C:39]([CH3:41])[CH:40]=[C:35]([CH3:34])[CH:36]=4)(=[O:44])=[O:43])[C:13](=[O:26])[N:14]([C:15]4[CH:20]=[CH:19][C:18]([C:21]([CH3:24])([CH3:25])[C:22]#[N:23])=[CH:17][CH:16]=4)[C:5]=3[C:4]=2[CH:3]=1, predict the reactants needed to synthesize it. The reactants are: [Br:1][C:2]1[CH:11]=[CH:10][C:9]2[N:8]=[CH:7][C:6]3[NH:12][C:13](=[O:26])[N:14]([C:15]4[CH:20]=[CH:19][C:18]([C:21]([CH3:25])([CH3:24])[C:22]#[N:23])=[CH:17][CH:16]=4)[C:5]=3[C:4]=2[CH:3]=1.C(N(CC)CC)C.[CH3:34][C:35]1[CH:36]=[C:37]([S:42](Cl)(=[O:44])=[O:43])[CH:38]=[C:39]([CH3:41])[CH:40]=1.O. (2) Given the product [CH3:1][NH:2][C:3]1([C:8]#[N:9])[CH2:7][CH2:6][O:10][CH2:4]1.[CH3:1][NH2:2], predict the reactants needed to synthesize it. The reactants are: [CH3:1][NH:2][C:3]1([C:8]#[N:9])[CH2:7][CH2:6]C[CH2:4]1.[O:10]1CCC(=O)C1. (3) Given the product [OH:3][CH2:4][CH:6]1[CH2:10][CH2:9][N:8]([C:11]2[CH:16]=[CH:15][CH:14]=[C:13]([C:17]([F:18])([F:19])[F:20])[CH:12]=2)[C:7]1=[O:21], predict the reactants needed to synthesize it. The reactants are: C([O:3][C:4]([CH:6]1[CH2:10][CH2:9][N:8]([C:11]2[CH:16]=[CH:15][CH:14]=[C:13]([C:17]([F:20])([F:19])[F:18])[CH:12]=2)[C:7]1=[O:21])=O)C.[BH4-].[Na+]. (4) Given the product [Cl:45][C:46]1[C:55]([CH2:56][N:57]2[C:65](=[O:66])[C:64]3[C:59](=[CH:60][CH:61]=[CH:62][CH:63]=3)[C:58]2=[O:67])=[CH:54][C:53]2[C:48](=[C:49]([Cl:68])[CH:50]=[CH:51][CH:52]=2)[N:47]=1.[Cl:68][C:49]1[CH:50]=[CH:51][CH:52]=[C:53]2[C:48]=1[N:47]=[C:46]([C:9]1[CH:8]=[CH:7][CH:6]=[CH:11][N:10]=1)[C:55]([CH2:56][NH2:57])=[CH:54]2, predict the reactants needed to synthesize it. The reactants are: BrC1C=CC=[C:6]2[C:11]=1[N:10]=[C:9](C1C=CC=C(F)C=1)[C:8](CN1C(=O)C3C(=CC=CC=3)C1=O)=[CH:7]2.ClC1C(C=O)=CC2C(=C(Cl)C=CC=2)N=1.[Cl:45][C:46]1[C:55]([CH2:56][N:57]2[C:65](=[O:66])[C:64]3[C:59](=[CH:60][CH:61]=[CH:62][CH:63]=3)[C:58]2=[O:67])=[CH:54][C:53]2[C:48](=[C:49]([Cl:68])[CH:50]=[CH:51][CH:52]=2)[N:47]=1.[Br-].N1C=CC=CC=1[Zn+]. (5) Given the product [CH3:1][O:2][C:3]1[C:7]([C:8]([OH:10])=[O:9])=[CH:6][N:5]([C:13]2[CH:18]=[N:17][C:16]([C:19]([F:22])([F:20])[F:21])=[N:15][CH:14]=2)[N:4]=1, predict the reactants needed to synthesize it. The reactants are: [CH3:1][O:2][C:3]1[C:7]([C:8]([O:10]CC)=[O:9])=[CH:6][N:5]([C:13]2[CH:14]=[N:15][C:16]([C:19]([F:22])([F:21])[F:20])=[N:17][CH:18]=2)[N:4]=1.[Li+].[OH-].Cl. (6) Given the product [Br:1][C:2]1[CH:9]=[C:6]([CH:7]=[CH:33][CH:34]=[O:35])[CH:5]=[C:4]([O:10][CH3:11])[C:3]=1[O:12][CH3:13], predict the reactants needed to synthesize it. The reactants are: [Br:1][C:2]1[C:3]([O:12][CH3:13])=[C:4]([O:10][CH3:11])[CH:5]=[C:6]([CH:9]=1)[CH:7]=O.C1(P(=[CH:33][CH:34]=[O:35])(C2C=CC=CC=2)C2C=CC=CC=2)C=CC=CC=1. (7) Given the product [CH3:14][O:13][C:8]1[CH:9]=[CH:10][C:11]2[C:6](=[CH:5][CH:4]=[C:3]([CH:2]([CH3:1])[C:15]([O:17][C:44]3[CH:45]=[CH:46][C:47]([C:50]4[S:54][S:53][C:52](=[S:55])[CH:51]=4)=[CH:48][CH:49]=3)=[O:16])[CH:12]=2)[CH:7]=1, predict the reactants needed to synthesize it. The reactants are: [CH3:1][C@H:2]([C:15]([OH:17])=[O:16])[C:3]1[CH:4]=[CH:5][C:6]2[CH:7]=[C:8]([O:13][CH3:14])[CH:9]=[CH:10][C:11]=2[CH:12]=1.OC1C2N=NNC=2C=CC=1.C1CCC(N=C=NC2CCCCC2)CC1.O[C:44]1[CH:49]=[CH:48][C:47]([C:50]2[S:54][S:53][C:52](=[S:55])[CH:51]=2)=[CH:46][CH:45]=1. (8) Given the product [O:1]1[CH2:5][CH2:4][O:3][CH:2]1[CH2:6][C:7]1[CH:12]=[CH:11][C:10]([CH2:13][O:14][C:25]2[CH:26]=[C:21]([C:19]([C:18]3[CH:27]=[CH:28][CH:29]=[CH:16][CH:17]=3)=[O:20])[CH:22]=[CH:23][CH:24]=2)=[CH:9][CH:8]=1, predict the reactants needed to synthesize it. The reactants are: [O:1]1[CH2:5][CH2:4][O:3][CH:2]1[CH2:6][C:7]1[CH:12]=[CH:11][C:10]([CH2:13][OH:14])=[CH:9][CH:8]=1.O[C:16]1[CH:17]=[C:18]([CH:27]=[CH:28][CH:29]=1)[C:19]([C:21]1[CH:26]=[CH:25][CH:24]=[CH:23][CH:22]=1)=[O:20].C1(P(C2C=CC=CC=2)C2C=CC=CC=2)C=CC=CC=1. (9) Given the product [CH2:1]([C:5]1[N:6]([CH2:13][C:14]2[CH:15]=[CH:16][C:17]([C:18]([O:20][CH3:21])=[O:19])=[CH:22][CH:23]=2)[C:7]([CH:11]=[O:12])=[CH:8][N:9]=1)[CH2:2][CH2:3][CH3:4], predict the reactants needed to synthesize it. The reactants are: [CH2:1]([C:5]1[N:6]([CH2:13][C:14]2[CH:23]=[CH:22][C:17]([C:18]([O:20][CH3:21])=[O:19])=[CH:16][CH:15]=2)[C:7]([CH:11]=[O:12])=[C:8](Cl)[N:9]=1)[CH2:2][CH2:3][CH3:4].C([O-])(=O)C.[K+]. (10) Given the product [F:6][C:7]1[CH:12]=[CH:11][CH:10]=[C:9]2[C:8]=1[NH:13][C:14](=[O:18])[C:15]2=[O:21], predict the reactants needed to synthesize it. The reactants are: S(=O)(=O)(O)O.[F:6][C:7]1[CH:12]=[CH:11][CH:10]=[CH:9][C:8]=1[NH:13][C:14](=[O:18])[CH:15]=NO.O.S([O-])([O-])(=O)=[O:21].[Na+].[Na+].